This data is from Reaction yield outcomes from USPTO patents with 853,638 reactions. The task is: Predict the reaction yield, written as a fraction of the theoretical maximum amount of product (1.0 means a 100% yield; for example, 0.34 means a 34% yield). (1) The reactants are [CH3:1][C:2]1([CH3:13])[CH:11]([OH:12])[CH2:10][CH2:9][C:4]2(OCC[O:5]2)[CH2:3]1.Cl.C(OCC)(=O)C. The catalyst is CO. The product is [OH:12][CH:11]1[CH2:10][CH2:9][C:4](=[O:5])[CH2:3][C:2]1([CH3:13])[CH3:1]. The yield is 0.880. (2) The reactants are [Cl:1][C:2]1[CH:7]=[CH:6][CH:5]=[CH:4][C:3]=1[N:8]1[C:12]([OH:13])=[CH:11][C:10]([CH2:14][C:15]([O:17][CH3:18])=[O:16])=[N:9]1.[CH3:19][O:20][C:21]1[CH:26]=[CH:25][C:24]([CH2:27][C:28](Cl)=[O:29])=[CH:23][CH:22]=1. The catalyst is O1CCOCC1. The product is [Cl:1][C:2]1[CH:7]=[CH:6][CH:5]=[CH:4][C:3]=1[N:8]1[C:12]([OH:13])=[C:11]([C:28](=[O:29])[CH2:27][C:24]2[CH:25]=[CH:26][C:21]([O:20][CH3:19])=[CH:22][CH:23]=2)[C:10]([CH2:14][C:15]([O:17][CH3:18])=[O:16])=[N:9]1. The yield is 0.700. (3) The reactants are [Cl:1][C:2]1[CH:20]=[CH:19][CH:18]=[C:17]([Cl:21])[C:3]=1[CH2:4][N:5]1[C:10](=[O:11])[CH2:9][NH:8][C:7]2[N:12]=[CH:13][C:14](I)=[CH:15][C:6]1=2.[N:22]1([CH:27]2[CH2:32][CH2:31][N:30]([C:33]([C:35]3[CH:40]=[CH:39][C:38](B4OC(C)(C)C(C)(C)O4)=[CH:37][CH:36]=3)=[O:34])[CH2:29][CH2:28]2)[CH2:26][CH2:25][CH2:24][CH2:23]1. No catalyst specified. The product is [Cl:1][C:2]1[CH:20]=[CH:19][CH:18]=[C:17]([Cl:21])[C:3]=1[CH2:4][N:5]1[C:10](=[O:11])[CH2:9][NH:8][C:7]2[N:12]=[CH:13][C:14]([C:38]3[CH:39]=[CH:40][C:35]([C:33]([N:30]4[CH2:29][CH2:28][CH:27]([N:22]5[CH2:23][CH2:24][CH2:25][CH2:26]5)[CH2:32][CH2:31]4)=[O:34])=[CH:36][CH:37]=3)=[CH:15][C:6]1=2. The yield is 0.350. (4) The reactants are [CH3:1][S:2]([N:5]1[CH2:10][CH2:9][C:8]2[N:11]([CH2:24][CH2:25][CH:26]=O)[N:12]=[C:13]([C:14]3[CH:19]=[CH:18][C:17]([C:20]([F:23])([F:22])[F:21])=[CH:16][CH:15]=3)[C:7]=2[CH2:6]1)(=[O:4])=[O:3].[N+:28]([C:31]1[CH:36]=[CH:35][CH:34]=[CH:33][C:32]=1[N:37]1[CH2:42][CH2:41][NH:40][CH2:39][CH2:38]1)([O-:30])=[O:29].CC(O)=O.[BH-](OC(C)=O)(OC(C)=O)OC(C)=O.[Na+].C([O-])(O)=O.[Na+]. The catalyst is C(Cl)Cl. The product is [CH3:1][S:2]([N:5]1[CH2:10][CH2:9][C:8]2[N:11]([CH2:24][CH2:25][CH2:26][N:40]3[CH2:41][CH2:42][N:37]([C:32]4[CH:33]=[CH:34][CH:35]=[CH:36][C:31]=4[N+:28]([O-:30])=[O:29])[CH2:38][CH2:39]3)[N:12]=[C:13]([C:14]3[CH:19]=[CH:18][C:17]([C:20]([F:23])([F:22])[F:21])=[CH:16][CH:15]=3)[C:7]=2[CH2:6]1)(=[O:4])=[O:3]. The yield is 0.710. (5) The reactants are [CH:1]([C:4]1[CH:9]=[C:8]([CH:10]([CH3:12])[CH3:11])[CH:7]=[C:6]([CH:13]([CH3:15])[CH3:14])[C:5]=1[S:16]([N:19]1[C:23]2[CH:24]=[CH:25][CH:26]=[CH:27][C:22]=2[N:21]=[CH:20]1)(=[O:18])=[O:17])([CH3:3])[CH3:2].[Li]CCCC.[C:33]([P:37]([C:39]([CH3:42])([CH3:41])[CH3:40])Cl)([CH3:36])([CH3:35])[CH3:34].CO. The catalyst is C1COCC1.C(=O)=O.CC(C)=O. The product is [C:33]([P:37]([C:39]([CH3:42])([CH3:41])[CH3:40])[C:20]1[N:19]([S:16]([C:5]2[C:6]([CH:13]([CH3:15])[CH3:14])=[CH:7][C:8]([CH:10]([CH3:11])[CH3:12])=[CH:9][C:4]=2[CH:1]([CH3:2])[CH3:3])(=[O:17])=[O:18])[C:23]2[CH:24]=[CH:25][CH:26]=[CH:27][C:22]=2[N:21]=1)([CH3:36])([CH3:35])[CH3:34]. The yield is 0.290. (6) The product is [C:45]([C:2]1[CH:3]=[N:4][C:5]([N:8]2[CH2:13][CH2:12][N:11]([C:14]([O:16][C:17]([CH3:20])([CH3:19])[CH3:18])=[O:15])[CH2:10][CH2:9]2)=[N:6][CH:7]=1)(=[O:47])[CH3:46]. The yield is 0.670. The catalyst is O1CCOCC1.C1COCC1.C(OCC)(=O)C.C([O-])(=O)C.C([O-])(=O)C.[Pd+2]. The reactants are Br[C:2]1[CH:3]=[N:4][C:5]([N:8]2[CH2:13][CH2:12][N:11]([C:14]([O:16][C:17]([CH3:20])([CH3:19])[CH3:18])=[O:15])[CH2:10][CH2:9]2)=[N:6][CH:7]=1.C1(P(C2C=CC=CC=2)C2C=CC=CC=2)C=CC=CC=1.C([Sn](CCCC)(CCCC)[C:45]([O:47]CC)=[CH2:46])CCC.Cl. (7) The reactants are [Cl:1][C:2]1[CH:3]=[CH:4][C:5]([O:12][CH3:13])=[C:6]([S:8](Cl)(=[O:10])=[O:9])[CH:7]=1.[CH3:14][O:15][C:16](=[O:25])[C:17]1[CH:22]=[CH:21][C:20]([OH:23])=[C:19]([NH2:24])[CH:18]=1. The catalyst is N1C=CC=CC=1. The product is [CH3:14][O:15][C:16](=[O:25])[C:17]1[CH:22]=[CH:21][C:20]([OH:23])=[C:19]([NH:24][S:8]([C:6]2[CH:7]=[C:2]([Cl:1])[CH:3]=[CH:4][C:5]=2[O:12][CH3:13])(=[O:10])=[O:9])[CH:18]=1. The yield is 0.810. (8) The reactants are [CH3:1][N:2]1[CH2:10][C@H:9]2[C@@H:4]([N:5](C(OC(C)(C)C)=O)[CH2:6][C:7](=[O:11])[NH:8]2)[CH2:3]1.[ClH:19]. The catalyst is O1CCOCC1. The product is [ClH:19].[ClH:19].[CH3:1][N:2]1[CH2:3][C@H:4]2[C@@H:9]([NH:8][C:7](=[O:11])[CH2:6][NH:5]2)[CH2:10]1. The yield is 0.940. (9) The reactants are CON(C)[C:4](=[O:28])[C:5]1[CH:10]=[CH:9][CH:8]=[C:7]([C:11]2[CH:12]=[CH:13][C:14]3[O:18][C:17]([CH2:19][CH2:20][N:21]4[CH2:25][CH2:24][CH2:23][C@H:22]4[CH3:26])=[CH:16][C:15]=3[CH:27]=2)[CH:6]=1.[F:30][C:31]1[CH:32]=[C:33]([Mg]Br)[CH:34]=[CH:35][CH:36]=1. The product is [F:30][C:31]1[CH:32]=[C:33]([C:4]([C:5]2[CH:10]=[CH:9][CH:8]=[C:7]([C:11]3[CH:12]=[CH:13][C:14]4[O:18][C:17]([CH2:19][CH2:20][N:21]5[CH2:25][CH2:24][CH2:23][C@H:22]5[CH3:26])=[CH:16][C:15]=4[CH:27]=3)[CH:6]=2)=[O:28])[CH:34]=[CH:35][CH:36]=1. No catalyst specified. The yield is 0.460. (10) The reactants are CO.C([O:5][C:6](=O)[C:7]1[CH:12]=[CH:11][CH:10]=[N:9][C:8]=1[S:13][CH2:14][C:15]([O:17][CH3:18])=[O:16])C.C[O-].[Na+].Cl. The catalyst is O. The product is [CH3:18][O:17][C:15]([C:14]1[S:13][C:8]2=[N:9][CH:10]=[CH:11][CH:12]=[C:7]2[C:6]=1[OH:5])=[O:16]. The yield is 0.960.